This data is from Reaction yield outcomes from USPTO patents with 853,638 reactions. The task is: Predict the reaction yield, written as a fraction of the theoretical maximum amount of product (1.0 means a 100% yield; for example, 0.34 means a 34% yield). (1) The reactants are [CH2:1]([O:8][C:9]([C@:11]12[CH2:45][CH2:44][C@@H:43]([C:46]([CH2:48][O:49][CH2:50][CH2:51][N:52]3[CH2:57][CH2:56][O:55][CH2:54][CH2:53]3)=[CH2:47])[C@@H:12]1[C@@H:13]1[C@@:26]([CH3:29])([CH2:27][CH2:28]2)[C@@:25]2([CH3:30])[C@@H:16]([C@:17]3([CH3:42])[C@@H:22]([CH2:23][CH2:24]2)[C:21]([CH3:32])([CH3:31])[C:20]([C:33]2[CH:41]=[CH:40][C:36]([C:37]([OH:39])=[O:38])=[CH:35][CH:34]=2)=[CH:19][CH2:18]3)[CH2:15][CH2:14]1)=[O:10])[C:2]1[CH:7]=[CH:6][CH:5]=[CH:4][CH:3]=1.[Si](C=[N+]=[N-])(C)(C)[CH3:59]. The catalyst is C1(C)C=CC=CC=1.CO. The product is [CH3:59][O:38][C:37]([C:36]1[CH:40]=[CH:41][C:33]([C:20]2[C:21]([CH3:31])([CH3:32])[C@H:22]3[C@:17]([CH3:42])([CH2:18][CH:19]=2)[C@@H:16]2[C@:25]([CH3:30])([C@@:26]4([CH3:29])[C@H:13]([CH2:14][CH2:15]2)[C@H:12]2[C@H:43]([C:46]([CH2:48][O:49][CH2:50][CH2:51][N:52]5[CH2:53][CH2:54][O:55][CH2:56][CH2:57]5)=[CH2:47])[CH2:44][CH2:45][C@:11]2([C:9]([O:8][CH2:1][C:2]2[CH:7]=[CH:6][CH:5]=[CH:4][CH:3]=2)=[O:10])[CH2:28][CH2:27]4)[CH2:24][CH2:23]3)=[CH:34][CH:35]=1)=[O:39]. The yield is 0.717. (2) The reactants are [C:1]([N:4]1[CH2:9][CH2:8][C:7](=[O:10])[CH2:6][CH2:5]1)(=[O:3])[CH3:2].C[Si](OS(C(F)(F)F)(=O)=O)(C)C.[CH:23](O)([C:30]1[CH:35]=[CH:34][CH:33]=[CH:32][CH:31]=1)[C:24]1[CH:29]=[CH:28][CH:27]=[CH:26][CH:25]=1.C([O-])(=O)C.[Na+]. The catalyst is ClCCl.O. The product is [C:1]([N:4]1[CH2:9][CH2:8][C:7](=[O:10])[CH:6]([CH:23]([C:24]2[CH:29]=[CH:28][CH:27]=[CH:26][CH:25]=2)[C:30]2[CH:35]=[CH:34][CH:33]=[CH:32][CH:31]=2)[CH2:5]1)(=[O:3])[CH3:2]. The yield is 0.860. (3) The reactants are [Cl:1][C:2]1[C:10]2[N:9]=[C:8]3[N:11]([C:15]4[CH:20]=[CH:19][C:18]([Cl:21])=[CH:17][C:16]=4[Cl:22])[CH2:12][CH2:13][CH2:14][N:7]3[C:6]=2[C:5]([CH:23]([CH2:30][CH3:31])[CH2:24][C:25](OCC)=[O:26])=[CH:4][CH:3]=1.[OH-].[Na+].ClC(OCC)=O.[NH3:40]. The catalyst is O1CCCC1.C(OCC)(=O)C. The product is [Cl:1][C:2]1[C:10]2[N:9]=[C:8]3[N:11]([C:15]4[CH:20]=[CH:19][C:18]([Cl:21])=[CH:17][C:16]=4[Cl:22])[CH2:12][CH2:13][CH2:14][N:7]3[C:6]=2[C:5]([CH:23]([CH2:30][CH3:31])[CH2:24][C:25]([NH2:40])=[O:26])=[CH:4][CH:3]=1. The yield is 0.370. (4) The reactants are [CH3:1][C:2]([CH3:32])([CH3:31])[C:3](=[O:30])[CH2:4][O:5][C:6]1[CH:11]=[CH:10][C:9]([C:12]([C:17]2[S:21][C:20]3[CH:22]=[CH:23][C:24]([C:26](O)=[O:27])=[CH:25][C:19]=3[CH:18]=2)([CH2:15][CH3:16])[CH2:13][CH3:14])=[CH:8][C:7]=1[CH3:29].C1C=CC2N(O)N=NC=2C=1.C(Cl)CCl.[CH3:47][NH:48][CH3:49]. The catalyst is C(Cl)Cl.CCN(CC)CC. The product is [CH3:47][N:48]([CH3:49])[C:26]([C:24]1[CH:23]=[CH:22][C:20]2[S:21][C:17]([C:12]([C:9]3[CH:10]=[CH:11][C:6]([O:5][CH2:4][C:3](=[O:30])[C:2]([CH3:32])([CH3:31])[CH3:1])=[C:7]([CH3:29])[CH:8]=3)([CH2:15][CH3:16])[CH2:13][CH3:14])=[CH:18][C:19]=2[CH:25]=1)=[O:27]. The yield is 0.410. (5) The reactants are [CH3:1][C:2]([CH3:17])([CH3:16])[C:3](=O)[CH2:4][CH:5]1O[N:8]=[C:7]([C:10]([O:12][CH2:13][CH3:14])=[O:11])[CH2:6]1.[H+].[B-](F)(F)(F)F. The catalyst is C(O)C.[Ni]. The product is [C:2]([C:3]1[N:8]=[C:7]([C:10]([O:12][CH2:13][CH3:14])=[O:11])[CH:6]=[CH:5][CH:4]=1)([CH3:17])([CH3:16])[CH3:1]. The yield is 0.260. (6) The reactants are [Cl:1][C:2]1[C:10]([C:11]([F:14])([F:13])[F:12])=[CH:9][CH:8]=[C:7]2[C:3]=1[CH2:4][CH2:5][C@@H:6]2[OH:15].[CH3:16][O:17][C:18](=[O:30])[CH2:19][C@H:20]1[C:24]2[CH:25]=[CH:26][C:27](O)=[CH:28][C:23]=2[O:22][CH2:21]1. No catalyst specified. The product is [CH3:16][O:17][C:18](=[O:30])[CH2:19][C@H:20]1[C:24]2[CH:25]=[CH:26][C:27]([O:15][C@H:6]3[C:7]4[C:3](=[C:2]([Cl:1])[C:10]([C:11]([F:14])([F:13])[F:12])=[CH:9][CH:8]=4)[CH2:4][CH2:5]3)=[CH:28][C:23]=2[O:22][CH2:21]1. The yield is 0.700. (7) The reactants are [CH3:1][O:2][C:3]1[CH:4]=[C:5]([NH:13][C:14]2[CH:19]=[N:18][CH:17]=[C:16](Cl)[N:15]=2)[CH:6]=[C:7]([O:11][CH3:12])[C:8]=1[O:9][CH3:10].[Cl:21][C:22]1[CH:27]=[CH:26][C:25](B(O)O)=[CH:24][CH:23]=1. No catalyst specified. The product is [CH3:1][O:2][C:3]1[CH:4]=[C:5]([NH:13][C:14]2[CH:19]=[N:18][CH:17]=[C:16]([C:25]3[CH:26]=[CH:27][C:22]([Cl:21])=[CH:23][CH:24]=3)[N:15]=2)[CH:6]=[C:7]([O:11][CH3:12])[C:8]=1[O:9][CH3:10]. The yield is 0.597. (8) The reactants are Cl[C:2]1[N:3]=[CH:4][C:5]2[N:10]=[C:9]([NH:11]C(=O)OCC)[S:8][C:6]=2[N:7]=1.[CH3:17][O-:18].[Na+].O. The catalyst is CO. The product is [CH3:17][O:18][C:2]1[N:3]=[CH:4][C:5]2[N:10]=[C:9]([NH2:11])[S:8][C:6]=2[N:7]=1. The yield is 0.820. (9) The reactants are [OH:1][N:2]=[C:3](Cl)[C:4]1[C:8]([NH:9][CH2:10][CH2:11][O:12][CH3:13])=[N:7][O:6][N:5]=1.FC(F)(F)C(O)=O.[Br:22][C:23]1[CH:24]=[C:25]([CH2:28][NH2:29])[O:26][CH:27]=1.C(N(CC)CC)C. The catalyst is C(O)C. The product is [Br:22][C:23]1[CH:24]=[C:25]([CH2:28][NH:29][C:3]([C:4]2[C:8]([NH:9][CH2:10][CH2:11][O:12][CH3:13])=[N:7][O:6][N:5]=2)=[N:2][OH:1])[O:26][CH:27]=1. The yield is 1.00.